Predict which catalyst facilitates the given reaction. From a dataset of Catalyst prediction with 721,799 reactions and 888 catalyst types from USPTO. (1) Reactant: [CH2:1]([O:4][C:5]1[CH:13]=[C:12]2[C:8]([CH:9]=[C:10]([C:14]([O:16][CH2:17][CH3:18])=[O:15])[NH:11]2)=[CH:7][C:6]=1[Br:19])[CH:2]=[CH2:3].[H-].[Na+].[CH3:22]I.[NH4+].[Cl-]. Product: [CH2:1]([O:4][C:5]1[CH:13]=[C:12]2[C:8]([CH:9]=[C:10]([C:14]([O:16][CH2:17][CH3:18])=[O:15])[N:11]2[CH3:22])=[CH:7][C:6]=1[Br:19])[CH:2]=[CH2:3]. The catalyst class is: 18. (2) Reactant: [CH:1]([C:3]1[C:12]([CH3:13])=[C:11]([CH3:14])[C:10]([CH2:15][C:16]2[CH:21]=[CH:20][C:19]([C:22]3[CH:26]=[CH:25][N:24]([CH3:27])[N:23]=3)=[CH:18][CH:17]=2)=[CH:9][C:4]=1[C:5](OC)=[O:6])=O.Cl.[NH2:29][C@H:30]1[CH2:34][CH2:33][CH2:32][C@@H:31]1[OH:35].C(N(CC)CC)C.S([O-])([O-])(=O)=O.[Mg+2]. Product: [OH:35][C@H:31]1[CH2:32][CH2:33][CH2:34][C@@H:30]1[N:29]1[CH2:1][C:3]2[C:4](=[CH:9][C:10]([CH2:15][C:16]3[CH:21]=[CH:20][C:19]([C:22]4[CH:26]=[CH:25][N:24]([CH3:27])[N:23]=4)=[CH:18][CH:17]=3)=[C:11]([CH3:14])[C:12]=2[CH3:13])[C:5]1=[O:6]. The catalyst class is: 1. (3) Reactant: [CH3:1][C:2]1[C:6]([B:7]2[O:11][C:10]([CH3:13])([CH3:12])[C:9]([CH3:15])([CH3:14])[O:8]2)=[C:5]([CH3:16])[NH:4][N:3]=1.[F:17][C:18]1[CH:19]=[C:20]([CH:23]=[CH:24][CH:25]=1)[CH2:21]Br.C(=O)([O-])[O-].[K+].[K+]. Product: [F:17][C:18]1[CH:19]=[C:20]([CH:23]=[CH:24][CH:25]=1)[CH2:21][N:3]1[C:2]([CH3:1])=[C:6]([B:7]2[O:11][C:10]([CH3:12])([CH3:13])[C:9]([CH3:15])([CH3:14])[O:8]2)[C:5]([CH3:16])=[N:4]1. The catalyst class is: 3. (4) Reactant: [CH3:1][C:2]1([CH3:17])[O:4][C:3]1(OC)[C:5]1[CH:10]=[CH:9][C:8]([S:11]([CH3:14])(=O)=O)=[CH:7][CH:6]=1.C1(COCC(O)=O)CC1. Product: [CH3:1][CH:2]([CH3:17])[C:3]([C:5]1[CH:6]=[CH:7][C:8]([S:11][CH3:14])=[CH:9][CH:10]=1)=[O:4]. The catalyst class is: 282.